Predict the product of the given reaction. From a dataset of Forward reaction prediction with 1.9M reactions from USPTO patents (1976-2016). (1) Given the reactants FC(F)(F)C(O)=O.[CH2:8]([O:10][C:11]([N:13]1[CH2:18][CH2:17][N:16]([C:19](=[O:45])[C@@H:20]([NH:23][C:24]([C:26]2[CH:30]=[C:29]([O:31][CH2:32][C:33](=[O:38])[C:34]([CH3:37])([CH3:36])[CH3:35])[N:28]([C:39]3[CH:44]=[CH:43][CH:42]=[CH:41][CH:40]=3)[N:27]=2)=[O:25])[CH2:21][NH2:22])[CH2:15][CH2:14]1)=[O:12])[CH3:9].[CH2:46]([O:48][C:49]1[C:50](=O)[C:51](=[O:56])[C:52]=1[O:53]CC)[CH3:47], predict the reaction product. The product is: [CH2:8]([O:10][C:11]([N:13]1[CH2:18][CH2:17][N:16]([C:19](=[O:45])[C@@H:20]([NH:23][C:24]([C:26]2[CH:30]=[C:29]([O:31][CH2:32][C:33](=[O:38])[C:34]([CH3:37])([CH3:36])[CH3:35])[N:28]([C:39]3[CH:40]=[CH:41][CH:42]=[CH:43][CH:44]=3)[N:27]=2)=[O:25])[CH2:21][NH:22][C:50]2[C:51](=[O:56])[C:52](=[O:53])[C:49]=2[O:48][CH2:46][CH3:47])[CH2:15][CH2:14]1)=[O:12])[CH3:9]. (2) Given the reactants [CH3:1][O:2][C:3]([CH:5]1[CH2:10][CH2:9][CH2:8][N:7]2[C:11]([C:22]3[N:23](S(C)(=O)=O)[CH2:24][N:25]=[CH:26][CH:27]=3)=[C:12]([C:15]3[CH:20]=[CH:19][C:18]([F:21])=[CH:17][CH:16]=3)[C:13](=[O:14])[N:6]12)=[O:4].[CH3:32][C@H:33]([NH2:40])[C:34]1[CH:39]=[CH:38][CH:37]=[CH:36][CH:35]=1, predict the reaction product. The product is: [CH3:1][O:2][C:3]([CH:5]1[CH2:10][CH2:9][CH2:8][N:7]2[C:11]([C:22]3[CH:27]=[CH:26][N:25]=[C:24]([NH:40][C@H:33]([C:34]4[CH:39]=[CH:38][CH:37]=[CH:36][CH:35]=4)[CH3:32])[N:23]=3)=[C:12]([C:15]3[CH:20]=[CH:19][C:18]([F:21])=[CH:17][CH:16]=3)[C:13](=[O:14])[N:6]12)=[O:4]. (3) The product is: [CH3:21][C:22]1[CH:29]=[CH:28][CH:27]=[C:26]([CH3:30])[C:23]=1[CH2:24][O:1][C:2]1[CH:3]=[C:4]([CH2:9][C:10]([O:12][CH2:13][CH3:14])=[O:11])[CH:5]=[CH:6][C:7]=1[CH3:8]. Given the reactants [OH:1][C:2]1[CH:3]=[C:4]([CH2:9][C:10]([O:12][CH2:13][CH3:14])=[O:11])[CH:5]=[CH:6][C:7]=1[CH3:8].C([O-])([O-])=O.[K+].[K+].[CH3:21][C:22]1[CH:29]=[CH:28][CH:27]=[C:26]([CH3:30])[C:23]=1[CH2:24]Cl, predict the reaction product. (4) Given the reactants [NH2:1][C:2]1[N:7]=[C:6]([O:8]S(C(F)(F)F)(=O)=O)[C:5]([F:16])=[C:4]([C:17]2[O:18][CH:19]=[CH:20][CH:21]=2)[N:3]=1.O[CH2:23][C:24]1[CH:29]=[CH:28][CH:27]=[CH:26][N:25]=1.C1CCN2C(=NCCC2)CC1, predict the reaction product. The product is: [F:16][C:5]1[C:4]([C:17]2[O:18][CH:19]=[CH:20][CH:21]=2)=[N:3][C:2]([NH2:1])=[N:7][C:6]=1[O:8][CH2:23][C:24]1[CH:29]=[CH:28][CH:27]=[CH:26][N:25]=1. (5) Given the reactants Cl[C:2]1[CH:11]=[C:10]2[C:5]([CH:6]=[CH:7][C:8]([C:12]3[CH:17]=[C:16]([CH3:18])[CH:15]=[C:14]([CH3:19])[CH:13]=3)=[N:9]2)=[CH:4][CH:3]=1.[CH:20]([C:23]1[CH:28]=[CH:27][C:26](B(O)O)=[CH:25][CH:24]=1)([CH3:22])[CH3:21].C1(P(C2CCCCC2)C2C=CC=CC=2C2C(OC)=CC=CC=2OC)CCCCC1.[O-]P([O-])([O-])=O.[K+].[K+].[K+], predict the reaction product. The product is: [CH3:19][C:14]1[CH:13]=[C:12]([C:8]2[CH:7]=[CH:6][C:5]3[C:10](=[CH:11][C:2]([C:26]4[CH:27]=[CH:28][C:23]([CH:20]([CH3:22])[CH3:21])=[CH:24][CH:25]=4)=[CH:3][CH:4]=3)[N:9]=2)[CH:17]=[C:16]([CH3:18])[CH:15]=1. (6) Given the reactants [NH2:1][C:2]1[N:7]=[CH:6][N:5]=[C:4](Cl)[CH:3]=1.[NH2:9][C:10]1[CH:15]=[CH:14][C:13]([NH:16][C:17](=[O:26])[O:18][CH2:19][C:20]2[CH:25]=[CH:24][CH:23]=[CH:22][CH:21]=2)=[CH:12][CH:11]=1.Cl.C(OCC)(=O)C.CCCCCC, predict the reaction product. The product is: [NH2:1][C:2]1[N:7]=[CH:6][N:5]=[C:4]([NH:9][C:10]2[CH:15]=[CH:14][C:13]([NH:16][C:17](=[O:26])[O:18][CH2:19][C:20]3[CH:21]=[CH:22][CH:23]=[CH:24][CH:25]=3)=[CH:12][CH:11]=2)[CH:3]=1. (7) Given the reactants [O:1]=[C:2]([NH:8][CH2:9][CH2:10][CH2:11][CH2:12][CH2:13][C:14]([OH:16])=[O:15])/[CH:3]=[CH:4]\[C:5]([OH:7])=O.C1C2NC3C(=CC=CC=3)SC=2C=CC=1.C(N(CC)CC)C.Cl[Si](C)(C)C.Cl, predict the reaction product. The product is: [O:15]=[C:14]([OH:16])[CH2:13][CH2:12][CH2:11][CH2:10][CH2:9][N:8]1[C:5](=[O:7])[CH:4]=[CH:3][C:2]1=[O:1]. (8) Given the reactants [OH-].[Li+].[C:3]([O:7][C:8]([NH:10][CH2:11][C@H:12]1[CH2:17][CH2:16][C@H:15]([C:18]([NH:20][C@H:21]([C:42](=[O:55])[NH:43][C:44]2[CH:49]=[CH:48][C:47]([C:50]3[N:51]=[N:52][NH:53][N:54]=3)=[CH:46][CH:45]=2)[CH2:22][C:23]2[CH:28]=[CH:27][C:26]([C:29]3[C:34]([CH2:35][CH3:36])=[CH:33][CH:32]=[C:31]([C:37]([O:39]CC)=[O:38])[CH:30]=3)=[CH:25][CH:24]=2)=[O:19])[CH2:14][CH2:13]1)=[O:9])([CH3:6])([CH3:5])[CH3:4].O1CCCC1.Cl, predict the reaction product. The product is: [C:3]([O:7][C:8]([NH:10][CH2:11][C@H:12]1[CH2:17][CH2:16][C@H:15]([C:18]([NH:20][C@H:21]([C:42](=[O:55])[NH:43][C:44]2[CH:49]=[CH:48][C:47]([C:50]3[N:51]=[N:52][NH:53][N:54]=3)=[CH:46][CH:45]=2)[CH2:22][C:23]2[CH:28]=[CH:27][C:26]([C:29]3[C:34]([CH2:35][CH3:36])=[CH:33][CH:32]=[C:31]([C:37]([OH:39])=[O:38])[CH:30]=3)=[CH:25][CH:24]=2)=[O:19])[CH2:14][CH2:13]1)=[O:9])([CH3:4])([CH3:5])[CH3:6]. (9) Given the reactants [N:1]1[CH:6]=[CH:5][N:4]=[CH:3][C:2]=1[NH2:7].Br[C:9]1[C:10](=[O:17])[N:11]([CH3:16])[CH:12]=[C:13]([Br:15])[CH:14]=1.CC1(C)C2C(=C(P(C3C=CC=CC=3)C3C=CC=CC=3)C=CC=2)OC2C(P(C3C=CC=CC=3)C3C=CC=CC=3)=CC=CC1=2.C(=O)([O-])[O-].[Cs+].[Cs+], predict the reaction product. The product is: [Br:15][C:13]1[CH:14]=[C:9]([NH:7][C:2]2[CH:3]=[N:4][CH:5]=[CH:6][N:1]=2)[C:10](=[O:17])[N:11]([CH3:16])[CH:12]=1.